This data is from Full USPTO retrosynthesis dataset with 1.9M reactions from patents (1976-2016). The task is: Predict the reactants needed to synthesize the given product. (1) Given the product [Br:1][C:2]1[CH:3]=[CH:4][C:5]([C:6]([CH3:13])([CH3:12])[C@@H:7]([C:9]([OH:11])=[O:10])[NH:8][C:22]([O:24][C:25]([CH3:28])([CH3:27])[CH3:26])=[O:23])=[CH:14][CH:15]=1, predict the reactants needed to synthesize it. The reactants are: [Br:1][C:2]1[CH:15]=[CH:14][C:5]([C:6]([CH3:13])([CH3:12])[C@@H:7]([C:9]([OH:11])=[O:10])[NH2:8])=[CH:4][CH:3]=1.C(=O)([O-])[O-].[K+].[K+].[C:22](O[C:22]([O:24][C:25]([CH3:28])([CH3:27])[CH3:26])=[O:23])([O:24][C:25]([CH3:28])([CH3:27])[CH3:26])=[O:23].C(O)(=O)CC(CC(O)=O)(C(O)=O)O. (2) Given the product [F:46][C:43]1[CH:44]=[CH:45][C:40]([C:38]2[O:39][C:35]3[CH:34]=[C:33]([N:28]([CH2:27][CH2:26][OH:25])[S:29]([CH3:32])(=[O:31])=[O:30])[C:52]([C:53]4[CH:54]=[C:55]([CH:61]=[CH:62][CH:63]=4)[C:56]([OH:58])=[O:57])=[CH:51][C:36]=3[C:37]=2[C:47](=[O:50])[NH:48][CH3:49])=[CH:41][CH:42]=1, predict the reactants needed to synthesize it. The reactants are: BrCCO[Si](C(C)(C)C)(C)C.C([O-])([O-])=O.[Na+].[Na+].[Si]([O:25][CH2:26][CH2:27][N:28]([C:33]1[C:52]([C:53]2[CH:54]=[C:55]([CH:61]=[CH:62][CH:63]=2)[C:56]([O:58]CC)=[O:57])=[CH:51][C:36]2[C:37]([C:47](=[O:50])[NH:48][CH3:49])=[C:38]([C:40]3[CH:45]=[CH:44][C:43]([F:46])=[CH:42][CH:41]=3)[O:39][C:35]=2[CH:34]=1)[S:29]([CH3:32])(=[O:31])=[O:30])(C(C)(C)C)(C)C.[OH-].[Na+]. (3) Given the product [CH2:16]([O:18][C:19](=[O:38])[C:20]([O:23][C:24]1[CH:29]=[CH:28][CH:27]=[C:26]([CH2:30][CH2:31][CH2:32][N:8]2[C:9](=[O:11])[C:10]3[N:2]([CH3:1])[N:3]=[C:4]([CH2:13][CH2:14][CH3:15])[C:5]=3[N:6]=[C:7]2[CH3:12])[CH:25]=1)([CH3:21])[CH3:22])[CH3:17], predict the reactants needed to synthesize it. The reactants are: [CH3:1][N:2]1[C:10]2[C:9](=[O:11])[NH:8][C:7]([CH3:12])=[N:6][C:5]=2[C:4]([CH2:13][CH2:14][CH3:15])=[N:3]1.[CH2:16]([O:18][C:19](=[O:38])[C:20]([O:23][C:24]1[CH:29]=[CH:28][CH:27]=[C:26]([CH2:30][CH2:31][CH2:32]OS(C)(=O)=O)[CH:25]=1)([CH3:22])[CH3:21])[CH3:17].